This data is from Full USPTO retrosynthesis dataset with 1.9M reactions from patents (1976-2016). The task is: Predict the reactants needed to synthesize the given product. The reactants are: [CH3:1][S:2][C:3]1[CH:10]=[CH:9][CH:8]=[CH:7][C:4]=1[CH2:5][NH2:6].[C:11]([O:15][C:16](O[C:16]([O:15][C:11]([CH3:14])([CH3:13])[CH3:12])=[O:17])=[O:17])([CH3:14])([CH3:13])[CH3:12]. Given the product [C:11]([O:15][C:16](=[O:17])[NH:6][CH2:5][C:4]1[CH:7]=[CH:8][CH:9]=[CH:10][C:3]=1[S:2][CH3:1])([CH3:14])([CH3:13])[CH3:12], predict the reactants needed to synthesize it.